The task is: Predict the reaction yield, written as a fraction of the theoretical maximum amount of product (1.0 means a 100% yield; for example, 0.34 means a 34% yield).. This data is from Reaction yield outcomes from USPTO patents with 853,638 reactions. (1) The reactants are [Br-].[C:2]([CH2:5][CH2:6][P+](C1C=CC=CC=1)(C1C=CC=CC=1)C1C=CC=CC=1)([OH:4])=[O:3].[CH3:26][O:27][C:28]1[CH:35]=[CH:34][C:31]([CH:32]=O)=[CH:30][CH:29]=1.[H-].[Na+]. The catalyst is CS(C)=O.O1CCCC1. The product is [CH3:26][O:27][C:28]1[CH:35]=[CH:34][C:31](/[CH:32]=[CH:6]/[CH2:5][C:2]([OH:4])=[O:3])=[CH:30][CH:29]=1. The yield is 0.550. (2) The reactants are Cl.C(OC([N:9]1[CH2:14][CH2:13][O:12][CH2:11][CH:10]1[CH2:15][O:16][C:17]1[CH:22]=[CH:21][CH:20]=[CH:19][C:18]=1[C:23]([N:25]1[CH2:39][C:28]2=[C:29]3[N:34]([N:35]=[C:27]2[CH2:26]1)[C:33]([CH3:36])=[C:32]([Cl:37])[C:31]([CH3:38])=[N:30]3)=[O:24])=O)(C)(C)C.O. The catalyst is O1CCOCC1. The product is [Cl:37][C:32]1[C:31]([CH3:38])=[N:30][C:29]2[N:34]([N:35]=[C:27]3[CH2:26][N:25]([C:23]([C:18]4[CH:19]=[CH:20][CH:21]=[CH:22][C:17]=4[O:16][CH2:15][CH:10]4[CH2:11][O:12][CH2:13][CH2:14][NH:9]4)=[O:24])[CH2:39][C:28]3=2)[C:33]=1[CH3:36]. The yield is 0.430. (3) The reactants are [CH2:1]([O:8][C:9]([NH:11][CH:12]([C:16]([CH3:19])([CH3:18])[CH3:17])[C:13]([OH:15])=O)=[O:10])[C:2]1[CH:7]=[CH:6][CH:5]=[CH:4][CH:3]=1.C1C=CC2N(O)N=NC=2C=1.C(Cl)CCl.[C:34]([O:38][C:39](=[O:45])[C@@H:40]1[CH2:44][CH2:43][CH2:42][NH:41]1)([CH3:37])([CH3:36])[CH3:35]. The catalyst is C(Cl)Cl.CN(C)C=O. The product is [C:34]([O:38][C:39]([CH:40]1[CH2:44][CH2:43][CH2:42][N:41]1[C:13](=[O:15])[CH:12]([NH:11][C:9]([O:8][CH2:1][C:2]1[CH:3]=[CH:4][CH:5]=[CH:6][CH:7]=1)=[O:10])[C:16]([CH3:19])([CH3:18])[CH3:17])=[O:45])([CH3:37])([CH3:35])[CH3:36]. The yield is 0.875. (4) The reactants are [CH2:1]([C@H:3]1[O:5][CH2:4]1)Cl.C1(C)C=CC=CC=1.[C:13]1([OH:19])[CH:18]=[CH:17][CH:16]=[CH:15][CH:14]=1.[OH-].[Na+]. The catalyst is O. The product is [CH2:1]([O:19][C:13]1[CH:18]=[CH:17][CH:16]=[CH:15][CH:14]=1)[C@@H:3]1[O:5][CH2:4]1. The yield is 0.690. (5) The reactants are [CH3:1][O:2][C:3]1[CH:8]=[CH:7][C:6]([NH:9][C:10]2[C:11](=[CH:15][CH:16]=[CH:17][CH:18]=2)[C:12]([OH:14])=O)=[CH:5][CH:4]=1. The catalyst is O. The product is [CH3:1][O:2][C:3]1[CH:4]=[CH:5][C:6]2[NH:9][C:10]3[C:11](=[CH:15][CH:16]=[CH:17][CH:18]=3)[C:12](=[O:14])[C:7]=2[CH:8]=1. The yield is 0.810. (6) The reactants are CO[C:3](=[O:13])[C:4]1[C:9]([I:10])=[CH:8][CH:7]=[CH:6][C:5]=1[CH2:11]Br.[F:14][C:15]1[CH:31]=[CH:30][C:18]([O:19][C:20]2[CH:25]=[CH:24][C:23]([CH2:26][CH2:27][CH2:28][NH2:29])=[CH:22][CH:21]=2)=[CH:17][CH:16]=1.C([O-])([O-])=O.[K+].[K+].C(OCC)(=O)C. The catalyst is C1(C)C=CC=CC=1.CCCCCC. The product is [F:14][C:15]1[CH:31]=[CH:30][C:18]([O:19][C:20]2[CH:25]=[CH:24][C:23]([CH2:26][CH2:27][CH2:28][N:29]3[CH2:11][C:5]4[C:4](=[C:9]([I:10])[CH:8]=[CH:7][CH:6]=4)[C:3]3=[O:13])=[CH:22][CH:21]=2)=[CH:17][CH:16]=1. The yield is 0.250.